This data is from Reaction yield outcomes from USPTO patents with 853,638 reactions. The task is: Predict the reaction yield, written as a fraction of the theoretical maximum amount of product (1.0 means a 100% yield; for example, 0.34 means a 34% yield). (1) The reactants are C([O:3][C:4]([C:6]1[C:7]([C:11]2[CH:16]=[CH:15][C:14]([F:17])=[CH:13][N:12]=2)=[N:8][O:9][CH:10]=1)=O)C.[H-].[Al+3].[Li+].[H-].[H-].[H-].O.[OH-].[Na+]. The catalyst is C1COCC1. The product is [F:17][C:14]1[CH:15]=[CH:16][C:11]([C:7]2[C:6]([CH2:4][OH:3])=[CH:10][O:9][N:8]=2)=[N:12][CH:13]=1. The yield is 0.300. (2) The reactants are [Br:1][C:2]1[CH:3]=[C:4]2[C:9](=[CH:10][CH:11]=1)[N:8]=[CH:7][CH:6]=[C:5]2Cl.[O-:13][C:14]1[CH:19]=[CH:18][CH:17]=[CH:16][CH:15]=1.[Na+]. The catalyst is C1(O)C=CC=CC=1.O. The product is [Br:1][C:2]1[CH:3]=[C:4]2[C:9](=[CH:10][CH:11]=1)[N:8]=[CH:7][CH:6]=[C:5]2[O:13][C:14]1[CH:19]=[CH:18][CH:17]=[CH:16][CH:15]=1. The yield is 0.716. (3) The reactants are [CH3:1][O:2][CH2:3][CH2:4][OH:5].F[C:7]1[CH:12]=[CH:11][CH:10]=[CH:9][C:8]=1[N+:13]([O-:15])=[O:14].[CH3:16][O:17][CH2:18][CH2:19][O:20][C:21]1[CH:27]=[CH:26][CH:25]=[CH:24][C:22]=1[NH2:23].[NH2:28][C:29]1[S:30][CH:31]=[CH:32][N:33]=1. No catalyst specified. The product is [CH3:1][O:2][CH2:3][CH2:4][O:5][C:7]1[CH:12]=[CH:11][CH:10]=[CH:9][C:8]=1[N+:13]([O-:15])=[O:14].[CH3:16][O:17][CH2:18][CH2:19][O:20][C:21]1[CH:27]=[CH:26][CH:25]=[CH:24][C:22]=1[NH:23][C:4]([NH:28][C:29]1[S:30][CH:31]=[CH:32][N:33]=1)=[O:5]. The yield is 0.640. (4) The reactants are [Cr](Cl)([O-])(=O)=O.[NH+]1C=CC=CC=1.[OH:12][CH:13]1[CH2:17][CH2:16][N:15]([C:18]([O:20][C:21]([CH3:24])([CH3:23])[CH3:22])=[O:19])[CH2:14]1. The catalyst is ClCCl. The product is [O:12]=[C:13]1[CH2:17][CH2:16][N:15]([C:18]([O:20][C:21]([CH3:24])([CH3:23])[CH3:22])=[O:19])[CH2:14]1. The yield is 0.510.